The task is: Predict the product of the given reaction.. This data is from Forward reaction prediction with 1.9M reactions from USPTO patents (1976-2016). Given the reactants [CH3:1][O:2][C:3](=[O:11])[C:4]1[CH:9]=[CH:8][C:7]([NH2:10])=[CH:6][CH:5]=1.[Br:12][C:13]1[CH:14]=[C:15]([CH:18]=[CH:19][CH:20]=1)[CH:16]=O.[CH2:21]=[C:22]([CH3:24])[CH3:23].FC(F)(F)S([O-])(=O)=O.[Yb+3].FC(F)(F)S([O-])(=O)=O.FC(F)(F)S([O-])(=O)=O, predict the reaction product. The product is: [CH3:1][O:2][C:3]([C:4]1[CH:5]=[C:6]2[C:7](=[CH:8][CH:9]=1)[NH:10][CH:16]([C:15]1[CH:18]=[CH:19][CH:20]=[C:13]([Br:12])[CH:14]=1)[CH2:21][C:22]2([CH3:24])[CH3:23])=[O:11].